From a dataset of Forward reaction prediction with 1.9M reactions from USPTO patents (1976-2016). Predict the product of the given reaction. (1) Given the reactants Br[C:2]1[C:3]([NH2:8])=[N:4][CH:5]=[CH:6][CH:7]=1.[CH3:9][O:10][C:11]1[C:16]([O:17][CH3:18])=[CH:15][CH:14]=[CH:13][C:12]=1B(O)O.O.C(=O)([O-])[O-].[Na+].[Na+], predict the reaction product. The product is: [CH3:9][O:10][C:11]1[C:16]([O:17][CH3:18])=[CH:15][CH:14]=[CH:13][C:12]=1[C:2]1[C:3]([NH2:8])=[N:4][CH:5]=[CH:6][CH:7]=1. (2) Given the reactants Br[C:2]1[CH:3]=[C:4]([F:10])[C:5]([C:8]#[N:9])=[N:6][CH:7]=1.[Br-].[CH:12]1([Zn+])[CH2:14][CH2:13]1, predict the reaction product. The product is: [CH:12]1([C:2]2[CH:3]=[C:4]([F:10])[C:5]([C:8]#[N:9])=[N:6][CH:7]=2)[CH2:14][CH2:13]1. (3) Given the reactants [NH2:1][C@@H:2]([CH2:25][C:26]1[CH:31]=[C:30]([F:32])[CH:29]=[C:28]([F:33])[CH:27]=1)[C@@H:3]([C@H:5]1[CH2:14][C:13]2[C:8](=[C:9]([O:16][CH3:17])[CH:10]=[CH:11][C:12]=2[Br:15])[CH2:7][N:6]1[C:18]([O:20][C:21]([CH3:24])([CH3:23])[CH3:22])=[O:19])[OH:4].C(N(CC)CC)C.[C:41](OC(=O)C)(=[O:43])[CH3:42], predict the reaction product. The product is: [C:41]([NH:1][C@@H:2]([CH2:25][C:26]1[CH:31]=[C:30]([F:32])[CH:29]=[C:28]([F:33])[CH:27]=1)[C@@H:3]([C@H:5]1[CH2:14][C:13]2[C:8](=[C:9]([O:16][CH3:17])[CH:10]=[CH:11][C:12]=2[Br:15])[CH2:7][N:6]1[C:18]([O:20][C:21]([CH3:22])([CH3:23])[CH3:24])=[O:19])[OH:4])(=[O:43])[CH3:42].